The task is: Predict the reactants needed to synthesize the given product.. This data is from Full USPTO retrosynthesis dataset with 1.9M reactions from patents (1976-2016). (1) The reactants are: [CH3:1][C:2]1[CH:3]=[CH:4][CH:5]=[C:6]2[C:10]=1[N:9]([CH2:11][CH2:12][O:13][CH3:14])[CH:8]=[C:7]2[C:15]([OH:17])=O.Cl.[F:19][C:20]([F:39])([F:38])[C:21]([NH:23][CH2:24][C:25]1[CH:30]=[C:29]([CH:31]2[CH2:36][CH2:35][NH:34][CH2:33][CH2:32]2)[CH:28]=[CH:27][C:26]=1[F:37])=[O:22]. Given the product [F:38][C:20]([F:19])([F:39])[C:21]([NH:23][CH2:24][C:25]1[CH:30]=[C:29]([CH:31]2[CH2:32][CH2:33][N:34]([C:15]([C:7]3[C:6]4[C:10](=[C:2]([CH3:1])[CH:3]=[CH:4][CH:5]=4)[N:9]([CH2:11][CH2:12][O:13][CH3:14])[CH:8]=3)=[O:17])[CH2:35][CH2:36]2)[CH:28]=[CH:27][C:26]=1[F:37])=[O:22], predict the reactants needed to synthesize it. (2) The reactants are: [CH3:1][O:2][C:3]1[CH:10]=[C:9]([O:11][CH3:12])[CH:8]=[CH:7][C:4]=1[CH:5]=O.[C:13]([NH:16][NH2:17])([NH2:15])=[NH:14].[ClH:18]. Given the product [ClH:18].[CH3:1][O:2][C:3]1[CH:10]=[C:9]([O:11][CH3:12])[CH:8]=[CH:7][C:4]=1[CH:5]=[N:17][NH:16][C:13]([NH2:15])=[NH:14], predict the reactants needed to synthesize it. (3) Given the product [F:1][C:2]1[CH:3]=[C:4]([C:5]2[C:7]3[C:8](=[CH:12][C:13]([O:16][CH3:17])=[CH:14][CH:15]=3)[C:9](=[O:10])[NH:23][N:22]=2)[CH:18]=[CH:19][CH:20]=1, predict the reactants needed to synthesize it. The reactants are: [F:1][C:2]1[CH:3]=[C:4]([CH:18]=[CH:19][CH:20]=1)[C:5]([C:7]1[CH:15]=[CH:14][C:13]([O:16][CH3:17])=[CH:12][C:8]=1[C:9](O)=[O:10])=O.O.[NH2:22][NH2:23].